This data is from Full USPTO retrosynthesis dataset with 1.9M reactions from patents (1976-2016). The task is: Predict the reactants needed to synthesize the given product. (1) Given the product [CH3:12][C:11]([Si:8]([CH3:10])([CH3:9])[O:7][CH2:6][CH2:5][O:4][CH2:3][CH2:2][O:15][C:16]1[CH:17]=[CH:18][C:19]([C@H:22]2[CH2:39][C@@:37]3([CH3:38])[C@@H:33]([CH2:34][CH2:35][C:36]3=[O:40])[C@H:32]3[C:23]2=[C:24]2[C:29]([CH2:30][CH2:31]3)=[CH:28][C:27](=[O:41])[CH2:26][CH2:25]2)=[CH:20][CH:21]=1)([CH3:14])[CH3:13], predict the reactants needed to synthesize it. The reactants are: Br[CH2:2][CH2:3][O:4][CH2:5][CH2:6][O:7][Si:8]([C:11]([CH3:14])([CH3:13])[CH3:12])([CH3:10])[CH3:9].[OH:15][C:16]1[CH:21]=[CH:20][C:19]([C@H:22]2[CH2:39][C@@:37]3([CH3:38])[C@@H:33]([CH2:34][CH2:35][C:36]3=[O:40])[C@H:32]3[C:23]2=[C:24]2[C:29]([CH2:30][CH2:31]3)=[CH:28][C:27](=[O:41])[CH2:26][CH2:25]2)=[CH:18][CH:17]=1.[H-].[Na+].[Cl-].[NH4+]. (2) Given the product [C:1]([O:5][C:6]([N:8]1[CH:12]([CH3:13])[C:11]2[CH:14]=[C:15]([C:40]3[C:41]([CH3:43])=[C:42]4[C:37]([C:36](=[O:46])[NH:35][C:34](=[O:47])[N:33]4[CH:30]4[CH2:32][CH2:31]4)=[CH:38][C:39]=3[F:45])[S:16][C:10]=2[CH2:9]1)=[O:7])([CH3:2])([CH3:3])[CH3:4], predict the reactants needed to synthesize it. The reactants are: [C:1]([O:5][C:6]([N:8]1[CH:12]([CH3:13])[C:11]2[CH:14]=[C:15]([Sn](CCCC)(CCCC)CCCC)[S:16][C:10]=2[CH2:9]1)=[O:7])([CH3:4])([CH3:3])[CH3:2].[CH:30]1([N:33]2[C:42]3[C:37](=[CH:38][C:39]([F:45])=[C:40](I)[C:41]=3[CH3:43])[C:36](=[O:46])[NH:35][C:34]2=[O:47])[CH2:32][CH2:31]1.C1([As](C2C=CC=CC=2)C2C=CC=CC=2)C=CC=CC=1. (3) Given the product [OH:28][N:27]([C:22]1[CH:23]=[CH:24][CH:25]=[CH:26][C:21]=1[CH3:20])[C:12](=[O:19])[C:13]1[CH:18]=[CH:17][CH:16]=[CH:15][CH:14]=1, predict the reactants needed to synthesize it. The reactants are: C1CCN2C(=NCCC2)CC1.[CH:12](=[O:19])[C:13]1[CH:18]=[CH:17][CH:16]=[CH:15][CH:14]=1.[CH3:20][C:21]1[CH:26]=[CH:25][CH:24]=[CH:23][C:22]=1[N:27]=[O:28]. (4) Given the product [NH2:17][CH2:16][CH2:15][CH:14]([NH:18][C:19](=[O:25])[O:20][C:21]([CH3:23])([CH3:22])[CH3:24])[C:11]1[CH:10]=[CH:9][C:8]([Cl:7])=[CH:13][CH:12]=1, predict the reactants needed to synthesize it. The reactants are: [H-].[Al+3].[Li+].[H-].[H-].[H-].[Cl:7][C:8]1[CH:13]=[CH:12][C:11]([CH:14]([NH:18][C:19](=[O:25])[O:20][C:21]([CH3:24])([CH3:23])[CH3:22])[CH2:15][C:16]#[N:17])=[CH:10][CH:9]=1. (5) Given the product [CH:3]([C:7]1[CH:8]=[C:9]([C:10](=[O:11])[CH2:12][CH2:13][C:14]2[CH:23]=[CH:22][CH:21]=[CH:20][C:15]=2[C:16]([O:18][CH3:19])=[O:17])[CH:28]=[CH:29][CH:30]=1)=[O:2], predict the reactants needed to synthesize it. The reactants are: Cl.[O:2]1CCO[CH:3]1[C:7]1[CH:8]=[C:9]([CH:28]=[CH:29][CH:30]=1)[C:10]([CH:12](C(OC)=O)[CH2:13][C:14]1[CH:23]=[CH:22][CH:21]=[CH:20][C:15]=1[C:16]([O:18][CH3:19])=[O:17])=[O:11]. (6) Given the product [Cl:1][C:2]1[CH:3]=[CH:4][C:5]([C:8]2[N:9]=[CH:10][N:11]([CH2:29][O:28][CH2:27][CH2:26][Si:25]([CH3:32])([CH3:31])[CH3:24])[C:12]=2[C:13]2[CH:14]=[CH:15][C:16]([Cl:19])=[CH:17][CH:18]=2)=[CH:6][CH:7]=1, predict the reactants needed to synthesize it. The reactants are: [Cl:1][C:2]1[CH:7]=[CH:6][C:5]([C:8]2[N:9]=[C:10](C(O)=O)[N:11](C)[C:12]=2[C:13]2[CH:18]=[CH:17][C:16]([Cl:19])=[CH:15][CH:14]=2)=[CH:4][CH:3]=1.[CH3:24][Si:25]([CH3:32])([CH3:31])[CH2:26][CH2:27][O:28][CH2:29]Cl.[H-].[Na+].C(=O)(O)[O-]. (7) Given the product [F:5][C:6]1[C:11]([F:12])=[C:10]([O:13][C:75]([CH3:76])([CH3:74])[CH2:71][N:69]2[CH2:67][CH2:59][O:58][CH2:57][CH2:70]2)[CH:9]=[CH:8][C:7]=1[CH2:14][N:15]1[C:23](=[O:24])[C:22]([C:25]([NH:27][C:28]2[CH:33]=[CH:32][C:31]([C:34]([F:36])([F:35])[F:37])=[CH:30][C:29]=2[C:38]2[CH:43]=[C:42]([C:44]([F:45])([F:46])[F:47])[N:41]=[CH:40][N:39]=2)=[O:26])=[C:21]([OH:48])[C:17]2([CH2:18][CH2:19][CH2:20]2)[N:16]1[CH3:49], predict the reactants needed to synthesize it. The reactants are: CP(C)C.[F:5][C:6]1[C:11]([F:12])=[C:10]([OH:13])[CH:9]=[CH:8][C:7]=1[CH2:14][N:15]1[C:23](=[O:24])[C:22]([C:25]([NH:27][C:28]2[CH:33]=[CH:32][C:31]([C:34]([F:37])([F:36])[F:35])=[CH:30][C:29]=2[C:38]2[CH:43]=[C:42]([C:44]([F:47])([F:46])[F:45])[N:41]=[CH:40][N:39]=2)=[O:26])=[C:21]([OH:48])[C:17]2([CH2:20][CH2:19][CH2:18]2)[N:16]1[CH3:49].CC(N1C[CH2:59][O:58][CH2:57]C1)(C)CO.[CH3:67][N:69]([CH3:71])[C:70](N=N[C:67]([N:69]([CH3:71])[CH3:70])=O)=O.O1C[CH2:76][CH2:75][CH2:74]1.